Dataset: Full USPTO retrosynthesis dataset with 1.9M reactions from patents (1976-2016). Task: Predict the reactants needed to synthesize the given product. Given the product [OH:15][C:14]1[C:13]2[C:8](=[CH:9][C:10]([C:16]3[CH:21]=[CH:20][C:19]([O:22][C:23]4[CH:24]=[CH:25][CH:26]=[CH:27][CH:28]=4)=[CH:18][CH:17]=3)=[CH:11][CH:12]=2)[O:7][C:6](=[O:29])[C:5]=1[C:3]([NH:30][CH2:31][C:32]([OH:34])=[O:33])=[O:4], predict the reactants needed to synthesize it. The reactants are: CO[C:3]([C:5]1[C:6](=[O:29])[O:7][C:8]2[C:13]([C:14]=1[OH:15])=[CH:12][CH:11]=[C:10]([C:16]1[CH:21]=[CH:20][C:19]([O:22][C:23]3[CH:28]=[CH:27][CH:26]=[CH:25][CH:24]=3)=[CH:18][CH:17]=1)[CH:9]=2)=[O:4].[NH2:30][CH2:31][C:32]([O-:34])=[O:33].[Na+].